From a dataset of Catalyst prediction with 721,799 reactions and 888 catalyst types from USPTO. Predict which catalyst facilitates the given reaction. (1) Reactant: [NH2:1][C:2]1[C:11]([N+:12]([O-])=O)=[CH:10][CH:9]=[CH:8][C:3]=1[C:4]([O:6][CH3:7])=[O:5]. Product: [NH2:1][C:2]1[C:11]([NH2:12])=[CH:10][CH:9]=[CH:8][C:3]=1[C:4]([O:6][CH3:7])=[O:5]. The catalyst class is: 763. (2) Reactant: O=[C:2]1[CH2:7][CH2:6][CH2:5][CH2:4][CH:3]1[C:8]([O:10][CH2:11][CH3:12])=[O:9].[C:13]1([C@@H:19]([NH2:21])[CH3:20])[CH:18]=[CH:17][CH:16]=[CH:15][CH:14]=1.C1(C)C=CC=CC=1. Product: [C:13]1([C@@H:19]([NH:21][C:2]2[CH2:7][CH2:6][CH2:5][CH2:4][C:3]=2[C:8]([O:10][CH2:11][CH3:12])=[O:9])[CH3:20])[CH:18]=[CH:17][CH:16]=[CH:15][CH:14]=1. The catalyst class is: 10. (3) Reactant: [F:1][C:2]1[CH:3]=[C:4]2[C:8](=[CH:9][CH:10]=1)[NH:7][C:6](=[O:11])[C:5]2=[O:12].[C:13]([O-])([O-])=O.[K+].[K+].C([O:22][CH2:23][CH3:24])(=O)C. The catalyst class is: 21. Product: [F:1][C:2]1[CH:3]=[C:4]2[C:8](=[CH:9][CH:10]=1)[NH:7][C:6](=[O:11])[C:5]2([OH:12])[CH2:13][C:23](=[O:22])[CH3:24]. (4) Reactant: [Cl:1][C:2]1[CH:10]=[CH:9][C:5]([C:6]([OH:8])=[O:7])=[C:4]([O:11][CH3:12])[CH:3]=1.C(Cl)(=O)C(Cl)=O.CN(C=O)C.C(N(CC)CC)C.O[CH2:32][P:33](=[O:40])([O:37][CH2:38][CH3:39])[O:34][CH2:35][CH3:36]. Product: [Cl:1][C:2]1[CH:10]=[CH:9][C:5]([C:6]([O:8][CH2:32][P:33]([O:37][CH2:38][CH3:39])([O:34][CH2:35][CH3:36])=[O:40])=[O:7])=[C:4]([O:11][CH3:12])[CH:3]=1. The catalyst class is: 34. (5) Reactant: [CH:1]1([CH2:6][C@@H:7]2[CH2:10][N:9]([O:11][CH2:12][C:13]3C=C[CH:16]=[CH:15][CH:14]=3)[C:8]2=[O:19])[CH2:5][CH2:4][CH2:3][CH2:2]1.[O:20]1C=CCCC1.C1(C)C=CC(S([O-])(=O)=O)=CC=1.[NH+]1C=CC=CC=1. Product: [CH:1]1([CH2:6][C@@H:7]2[CH2:10][N:9]([O:11][CH:12]3[CH2:13][CH2:14][CH2:15][CH2:16][O:20]3)[C:8]2=[O:19])[CH2:5][CH2:4][CH2:3][CH2:2]1. The catalyst class is: 8. (6) Reactant: [CH3:1][C:2]1[CH:7]=[CH:6][C:5]([C:8]([CH2:10]Br)=[O:9])=[CH:4][CH:3]=1.[C:12]([O:16][C:17]([N:19]1[CH2:24][CH2:23][NH:22][CH2:21][CH2:20]1)=[O:18])([CH3:15])([CH3:14])[CH3:13].C(N(CC)CC)C. Product: [C:12]([O:16][C:17]([N:19]1[CH2:24][CH2:23][N:22]([CH2:10][C:8](=[O:9])[C:5]2[CH:6]=[CH:7][C:2]([CH3:1])=[CH:3][CH:4]=2)[CH2:21][CH2:20]1)=[O:18])([CH3:15])([CH3:13])[CH3:14]. The catalyst class is: 4. (7) Reactant: ClCCl.[F:4][C:5]1[CH:10]=[CH:9][C:8]([C:11]2[C@H:16]([O:17][C:18](=[O:23])[C:19]([CH3:22])([CH3:21])[CH3:20])[CH2:15][N:14](C(OC(C)(C)C)=O)[CH2:13][CH:12]=2)=[CH:7][CH:6]=1.FC(F)(F)C(O)=O.C(=O)(O)[O-].[Na+]. Product: [C:18]([O:17][C@H:16]1[C:11]([C:8]2[CH:9]=[CH:10][C:5]([F:4])=[CH:6][CH:7]=2)=[CH:12][CH2:13][NH:14][CH2:15]1)(=[O:23])[C:19]([CH3:22])([CH3:21])[CH3:20]. The catalyst class is: 13.